This data is from Forward reaction prediction with 1.9M reactions from USPTO patents (1976-2016). The task is: Predict the product of the given reaction. Given the reactants [C:1]([OH:12])(=O)/[CH:2]=[CH:3]/[CH2:4][CH2:5][CH2:6][CH2:7][CH2:8][CH2:9][CH3:10].[CH2:13]([NH2:18])[CH2:14][CH:15]([CH3:17])[CH3:16], predict the reaction product. The product is: [CH2:13]([NH:18][C:1](=[O:12])/[CH:2]=[CH:3]/[CH2:4][CH2:5][CH2:6][CH2:7][CH2:8][CH2:9][CH3:10])[CH2:14][CH:15]([CH3:17])[CH3:16].